This data is from Catalyst prediction with 721,799 reactions and 888 catalyst types from USPTO. The task is: Predict which catalyst facilitates the given reaction. Reactant: [C:1]1([C:7]2[N:8]=[CH:9][NH:10][C:11]=2[C:12]([OH:14])=O)[CH:6]=[CH:5][CH:4]=[CH:3][CH:2]=1.C(Cl)(=O)C(Cl)=O.[Cl:21][C:22]1[CH:23]=[C:24]([N:28]2[CH2:33][CH2:32][NH:31][CH2:30][CH2:29]2)[CH:25]=[CH:26][CH:27]=1.C(N(CC)CC)C. Product: [Cl:21][C:22]1[CH:23]=[C:24]([N:28]2[CH2:33][CH2:32][N:31]([C:12]([C:11]3[NH:10][CH:9]=[N:8][C:7]=3[C:1]3[CH:2]=[CH:3][CH:4]=[CH:5][CH:6]=3)=[O:14])[CH2:30][CH2:29]2)[CH:25]=[CH:26][CH:27]=1. The catalyst class is: 112.